Predict the reactants needed to synthesize the given product. From a dataset of Full USPTO retrosynthesis dataset with 1.9M reactions from patents (1976-2016). (1) Given the product [CH3:1][O:2][CH2:3][CH2:4][N+:5]1[C:17]([O-:16])=[N:8][N:7]([CH3:21])[N:6]=1, predict the reactants needed to synthesize it. The reactants are: [CH3:1][O:2][CH2:3][CH2:4][N:5]1C(=S)[N:8]=[N:7][NH:6]1.S([O:16][CH3:17])(OC)(=O)=O.[OH-].[K+].Cl.[CH2:21](Cl)Cl. (2) Given the product [N+:1]([C:4]1[CH:5]=[CH:6][C:7]([C:11]([F:16])([F:17])[C:12]([F:13])([F:14])[F:15])=[C:8]([CH:9]=1)[O:10][CH2:20][CH2:21][N:22]1[CH2:26][CH2:25][CH2:24][CH2:23]1)([O-:3])=[O:2], predict the reactants needed to synthesize it. The reactants are: [N+:1]([C:4]1[CH:5]=[CH:6][C:7]([C:11]([F:17])([F:16])[C:12]([F:15])([F:14])[F:13])=[C:8]([OH:10])[CH:9]=1)([O-:3])=[O:2].Cl.Cl[CH2:20][CH2:21][N:22]1[CH2:26][CH2:25][CH2:24][CH2:23]1.CN(C=O)C.C([O-])([O-])=O.[K+].[K+]. (3) Given the product [Cl:27][C:24]1[S:23][C:22]([C:20]([N:10]2[C:11]3[C:16](=[CH:15][C:14]([O:17][CH3:18])=[C:13]([F:19])[CH:12]=3)[C:8]([CH2:7][C:6]([OH:29])=[O:5])=[C:9]2[CH3:28])=[O:21])=[CH:26][CH:25]=1, predict the reactants needed to synthesize it. The reactants are: C[Si](C)(C)CC[O:5][C:6](=[O:29])[CH2:7][C:8]1[C:16]2[C:11](=[CH:12][C:13]([F:19])=[C:14]([O:17][CH3:18])[CH:15]=2)[N:10]([C:20]([C:22]2[S:23][C:24]([Cl:27])=[CH:25][CH:26]=2)=[O:21])[C:9]=1[CH3:28].ClC1SC=CC=1.[F-].C([N+](CCCC)(CCCC)CCCC)CCC. (4) Given the product [C:5](/[N:6]=[C:15](\[S:16][CH3:1])/[NH:14][C:12]1[CH:13]=[C:8]([Cl:7])[C:9]([C:18]2[CH:23]=[CH:22][CH:21]=[CH:20][C:19]=2[F:24])=[C:10]([Cl:17])[CH:11]=1)#[N:4], predict the reactants needed to synthesize it. The reactants are: [CH3:1][O-].[Na+].[N:4]#[C:5][NH2:6].[Cl:7][C:8]1[CH:13]=[C:12]([N:14]=[C:15]=[S:16])[CH:11]=[C:10]([Cl:17])[C:9]=1[C:18]1[CH:23]=[CH:22][CH:21]=[CH:20][C:19]=1[F:24].CI. (5) Given the product [N+:22]([C:21]1[C:13]([NH:27][C:6]2[CH:5]=[N:4][C:3]3[C:8](=[CH:9][CH:10]=[CH:11][CH:2]=3)[N:7]=2)=[C:14]([CH:18]=[CH:19][CH:20]=1)[C:15]([OH:17])=[O:16])([O-:24])=[O:23], predict the reactants needed to synthesize it. The reactants are: N[C:2]1[CH:11]=[CH:10][CH:9]=[C:8]2[C:3]=1[N:4]=[CH:5][CH:6]=[N:7]2.Br[C:13]1[C:21]([N+:22]([O-:24])=[O:23])=[CH:20][CH:19]=[CH:18][C:14]=1[C:15]([OH:17])=[O:16].C([N:27]1CCOCC1)C.C.